Predict the reactants needed to synthesize the given product. From a dataset of Full USPTO retrosynthesis dataset with 1.9M reactions from patents (1976-2016). (1) Given the product [CH3:15][S:16]([O:9][CH2:8][C:6]1[CH:7]=[C:2]([Br:1])[C:3]([C:11]([F:14])([F:12])[F:13])=[CH:4][C:5]=1[F:10])(=[O:18])=[O:17], predict the reactants needed to synthesize it. The reactants are: [Br:1][C:2]1[C:3]([C:11]([F:14])([F:13])[F:12])=[CH:4][C:5]([F:10])=[C:6]([CH2:8][OH:9])[CH:7]=1.[CH3:15][S:16](Cl)(=[O:18])=[O:17].O. (2) Given the product [CH:1]1([CH2:4][O:5][C:6]2[CH:14]=[CH:13][C:9]3[O:10][CH2:11][O:12][C:8]=3[C:7]=2[C:15]2[C:16]3[NH:23][CH:22]=[C:21]([C:24]([NH:26][C@H:27]([CH2:28][CH2:29][C:30](=[O:32])[N:62]4[CH2:66][CH2:65][CH2:64][CH2:63]4)[C:33]([N:35]4[CH2:40][CH2:39][CH:38]([N:41]5[N:50]=[C:49]([C:51]6[CH:56]=[CH:55][C:54]([O:57][CH3:58])=[C:53]([O:59][CH3:60])[CH:52]=6)[C@@H:48]6[C@@H:43]([CH2:44][CH2:45][CH2:46][CH2:47]6)[C:42]5=[O:61])[CH2:37][CH2:36]4)=[O:34])=[O:25])[C:17]=3[N:18]=[CH:19][N:20]=2)[CH2:3][CH2:2]1, predict the reactants needed to synthesize it. The reactants are: [CH:1]1([CH2:4][O:5][C:6]2[CH:14]=[CH:13][C:9]3[O:10][CH2:11][O:12][C:8]=3[C:7]=2[C:15]2[C:16]3[NH:23][CH:22]=[C:21]([C:24]([NH:26][C@@H:27]([C:33]([N:35]4[CH2:40][CH2:39][CH:38]([N:41]5[N:50]=[C:49]([C:51]6[CH:56]=[CH:55][C:54]([O:57][CH3:58])=[C:53]([O:59][CH3:60])[CH:52]=6)[C@@H:48]6[C@@H:43]([CH2:44][CH2:45][CH2:46][CH2:47]6)[C:42]5=[O:61])[CH2:37][CH2:36]4)=[O:34])[CH2:28][CH2:29][C:30]([OH:32])=O)=[O:25])[C:17]=3[N:18]=[CH:19][N:20]=2)[CH2:3][CH2:2]1.[NH:62]1[CH2:66][CH2:65][CH2:64][CH2:63]1.CCOC(C(C#N)=NOC(N1CCOCC1)=[N+](C)C)=O.F[P-](F)(F)(F)(F)F.CCN(C(C)C)C(C)C. (3) Given the product [CH:1]1([C:4]2[C:5]([O:26][CH3:27])=[CH:6][C:7]3[CH2:16][CH:15]([CH2:17][CH3:18])[N:14]4[C:9](=[CH:10][C:11](=[O:24])[C:12]([C:19]([OH:21])=[O:20])=[CH:13]4)[C:8]=3[CH:25]=2)[CH2:2][CH2:3]1, predict the reactants needed to synthesize it. The reactants are: [CH:1]1([C:4]2[C:5]([O:26][CH3:27])=[CH:6][C:7]3[CH2:16][CH:15]([CH2:17][CH3:18])[N:14]4[C:9](=[CH:10][C:11](=[O:24])[C:12]([C:19]([O:21]CC)=[O:20])=[CH:13]4)[C:8]=3[CH:25]=2)[CH2:3][CH2:2]1.[OH-].[Na+].Cl. (4) Given the product [CH3:21][C:19]1[N:18]([C:22]2[CH:23]=[CH:24][CH:25]=[CH:26][CH:27]=2)[C:17]([C:28]2[CH:33]=[CH:32][CH:31]=[CH:30][CH:29]=2)=[C:16]([C:14]([N:11]2[CH2:12][CH2:13][N:8]([C:6]([O:5][C:1]([CH3:4])([CH3:2])[CH3:3])=[O:7])[CH2:9][CH:10]2[CH2:34][C:35]2[O:37][C:39]([CH3:38])=[N:40][N:41]=2)=[O:15])[CH:20]=1, predict the reactants needed to synthesize it. The reactants are: [C:1]([O:5][C:6]([N:8]1[CH2:13][CH2:12][N:11]([C:14]([C:16]2[CH:20]=[C:19]([CH3:21])[N:18]([C:22]3[CH:27]=[CH:26][CH:25]=[CH:24][CH:23]=3)[C:17]=2[C:28]2[CH:33]=[CH:32][CH:31]=[CH:30][CH:29]=2)=[O:15])[CH:10]([CH2:34][C:35]([OH:37])=O)[CH2:9]1)=[O:7])([CH3:4])([CH3:3])[CH3:2].[CH3:38][C:39]1NN=[N:41][N:40]=1.C1CCC(N=C=NC2CCCCC2)CC1.